Dataset: TCR-epitope binding with 47,182 pairs between 192 epitopes and 23,139 TCRs. Task: Binary Classification. Given a T-cell receptor sequence (or CDR3 region) and an epitope sequence, predict whether binding occurs between them. (1) The epitope is RLQSLQTYV. The TCR CDR3 sequence is CAWSGGQIMNTEAFF. Result: 1 (the TCR binds to the epitope). (2) The epitope is FLKEKGGL. The TCR CDR3 sequence is CASSFTTSGTIPNEQFF. Result: 1 (the TCR binds to the epitope).